Dataset: Forward reaction prediction with 1.9M reactions from USPTO patents (1976-2016). Task: Predict the product of the given reaction. (1) Given the reactants C[O:2][C:3](=[O:15])[CH2:4][CH2:5][C:6]([C:8]1[CH:13]=[CH:12][CH:11]=[C:10]([F:14])[CH:9]=1)=O.O.NN.[OH-].[K+].Cl, predict the reaction product. The product is: [F:14][C:10]1[CH:9]=[C:8]([CH2:6][CH2:5][CH2:4][C:3]([OH:15])=[O:2])[CH:13]=[CH:12][CH:11]=1. (2) Given the reactants Br[C:2]1[C:10]2[C:5](=[N:6][CH:7]=[CH:8][C:9]=2[O:11][C:12]2[CH:17]=[CH:16][C:15]([NH:18][C:19](=[O:21])[CH3:20])=[CH:14][C:13]=2[F:22])[N:4]([S:23]([C:26]2[CH:31]=[CH:30][C:29]([CH3:32])=[CH:28][CH:27]=2)(=[O:25])=[O:24])[CH:3]=1.C(=O)([O-])[O-].[K+].[K+].[CH:39]1(B(O)O)[CH2:41][CH2:40]1, predict the reaction product. The product is: [CH:39]1([C:2]2[C:10]3[C:5](=[N:6][CH:7]=[CH:8][C:9]=3[O:11][C:12]3[CH:17]=[CH:16][C:15]([NH:18][C:19](=[O:21])[CH3:20])=[CH:14][C:13]=3[F:22])[N:4]([S:23]([C:26]3[CH:31]=[CH:30][C:29]([CH3:32])=[CH:28][CH:27]=3)(=[O:25])=[O:24])[CH:3]=2)[CH2:41][CH2:40]1. (3) Given the reactants [CH3:1][N:2]([CH3:19])[C:3]1[CH:8]=[CH:7][N:6]2[CH:9]=[C:10]([C:12]3[CH:17]=[CH:16][C:15]([OH:18])=[CH:14][CH:13]=3)[N:11]=[C:5]2[CH:4]=1.Br[CH2:21][CH2:22][F:23].C(=O)([O-])[O-].[Cs+].[Cs+], predict the reaction product. The product is: [F:23][CH2:22][CH2:21][O:18][C:15]1[CH:16]=[CH:17][C:12]([C:10]2[N:11]=[C:5]3[CH:4]=[C:3]([N:2]([CH3:19])[CH3:1])[CH:8]=[CH:7][N:6]3[CH:9]=2)=[CH:13][CH:14]=1.